From a dataset of Peptide-MHC class II binding affinity with 134,281 pairs from IEDB. Regression. Given a peptide amino acid sequence and an MHC pseudo amino acid sequence, predict their binding affinity value. This is MHC class II binding data. (1) The peptide sequence is GVTLVRKNRWLLLNV. The MHC is HLA-DQA10501-DQB10302 with pseudo-sequence HLA-DQA10501-DQB10302. The binding affinity (normalized) is 0. (2) The peptide sequence is SQLVWMACHSMFE. The MHC is DRB1_1302 with pseudo-sequence DRB1_1302. The binding affinity (normalized) is 0. (3) The peptide sequence is EGATPEAKYDAYVAT. The MHC is HLA-DQA10501-DQB10301 with pseudo-sequence HLA-DQA10501-DQB10301. The binding affinity (normalized) is 0.785. (4) The peptide sequence is LESDMIIPKSLAGPI. The MHC is DRB1_0404 with pseudo-sequence DRB1_0404. The binding affinity (normalized) is 0.107. (5) The peptide sequence is YDKFLANVSTVLTWK. The MHC is DRB3_0202 with pseudo-sequence DRB3_0202. The binding affinity (normalized) is 0.956. (6) The peptide sequence is IGITVLMLLMVISGA. The MHC is H-2-IAb with pseudo-sequence H-2-IAb. The binding affinity (normalized) is 0. (7) The peptide sequence is EKKRFAATQFEPLAA. The MHC is HLA-DPA10201-DPB10501 with pseudo-sequence HLA-DPA10201-DPB10501. The binding affinity (normalized) is 0.660. (8) The binding affinity (normalized) is 0.860. The MHC is HLA-DPA10201-DPB10501 with pseudo-sequence HLA-DPA10201-DPB10501. The peptide sequence is EKKYFAATQFEPLAF. (9) The peptide sequence is GKIASCLNDNANGYF. The MHC is HLA-DPA10201-DPB10501 with pseudo-sequence HLA-DPA10201-DPB10501. The binding affinity (normalized) is 0.225. (10) The peptide sequence is VDCRPFNGGESKLKA. The MHC is DRB1_1101 with pseudo-sequence DRB1_1101. The binding affinity (normalized) is 0.105.